From a dataset of Catalyst prediction with 721,799 reactions and 888 catalyst types from USPTO. Predict which catalyst facilitates the given reaction. (1) Reactant: [NH2:1][C:2]1[CH:9]=[CH:8][C:5]([C:6]#[N:7])=[CH:4][C:3]=1[F:10].[Cl:11]N1C(=O)CCC1=O. Product: [NH2:1][C:2]1[C:3]([F:10])=[CH:4][C:5]([C:6]#[N:7])=[CH:8][C:9]=1[Cl:11]. The catalyst class is: 10. (2) Reactant: [CH3:1][O:2][C:3]1[CH:8]=[CH:7][C:6]([S:9][C:10]2[CH:17]=[CH:16][C:13]([CH:14]=O)=[CH:12][CH:11]=2)=[CH:5][CH:4]=1.[N+:18]([CH3:21])([O-:20])=[O:19].C(O)(=O)C.C(N)CCC. Product: [CH3:1][O:2][C:3]1[CH:8]=[CH:7][C:6]([S:9][C:10]2[CH:17]=[CH:16][C:13]([CH:14]=[CH:21][N+:18]([O-:20])=[O:19])=[CH:12][CH:11]=2)=[CH:5][CH:4]=1. The catalyst class is: 24. (3) Reactant: [CH2:1]([O:3][C:4](=[O:35])[C:5]([O:22][C:23]1[CH:28]=[CH:27][C:26]([CH:29]2[CH2:34][CH2:33][CH2:32][CH2:31][CH2:30]2)=[CH:25][CH:24]=1)([CH3:21])[CH2:6][C:7]1[CH:12]=[CH:11][C:10]([O:13]CC2C=CC=CC=2)=[CH:9][CH:8]=1)[CH3:2]. Product: [CH2:1]([O:3][C:4](=[O:35])[C:5]([O:22][C:23]1[CH:24]=[CH:25][C:26]([CH:29]2[CH2:34][CH2:33][CH2:32][CH2:31][CH2:30]2)=[CH:27][CH:28]=1)([CH3:21])[CH2:6][C:7]1[CH:8]=[CH:9][C:10]([OH:13])=[CH:11][CH:12]=1)[CH3:2]. The catalyst class is: 78. (4) Reactant: [ClH:1].[OH:2][CH2:3][C:4]([CH3:23])([CH3:22])[C:5]([NH:7][CH:8]1[CH2:13][CH2:12][CH:11]([NH:14][C:15](=[O:21])[O:16][C:17]([CH3:20])([CH3:19])[CH3:18])[CH2:10][CH2:9]1)=[O:6]. Product: [ClH:1].[OH:2][CH2:3][C:4]([CH3:23])([CH3:22])[C:5]([NH:7][CH:8]1[CH2:13][CH2:12][CH:11]([NH:14][C:15](=[O:21])[O:16][C:17]([CH3:19])([CH3:18])[CH3:20])[CH2:10][CH2:9]1)=[O:6]. The catalyst class is: 12.